Dataset: Full USPTO retrosynthesis dataset with 1.9M reactions from patents (1976-2016). Task: Predict the reactants needed to synthesize the given product. (1) Given the product [Cl:49][C:50]1[CH:55]=[C:54]([C:27]2[N:35]3[C:30]([CH:31]=[N:32][C:33]([NH:36][C:37]4[CH:38]=[N:39][C:40]([N:43]5[CH2:48][CH2:47][O:46][CH2:45][CH2:44]5)=[CH:41][CH:42]=4)=[N:34]3)=[CH:29][CH:28]=2)[CH:53]=[CH:52][CH:51]=1, predict the reactants needed to synthesize it. The reactants are: C1(P(C2C=CC=CC=2)C2C=CC=CC=2)C=CC=CC=1.O1CCOCC1.Br[C:27]1[N:35]2[C:30]([CH:31]=[N:32][C:33]([NH:36][C:37]3[CH:38]=[N:39][C:40]([N:43]4[CH2:48][CH2:47][O:46][CH2:45][CH2:44]4)=[CH:41][CH:42]=3)=[N:34]2)=[CH:29][CH:28]=1.[Cl:49][C:50]1[CH:51]=[C:52](B(O)O)[CH:53]=[CH:54][CH:55]=1.CN(C)C=O.C(=O)([O-])[O-].[Na+].[Na+].O. (2) The reactants are: [Cl:1][C:2]1[CH:7]=[CH:6][C:5]([O:8][CH3:9])=[CH:4][C:3]=1[C:10]1[CH:15]=[CH:14][CH:13]=[C:12]([F:16])[CH:11]=1.S(=O)(=O)(O)O.[I:22]N1C(=O)CCC1=O. Given the product [Cl:1][C:2]1[CH:7]=[C:6]([I:22])[C:5]([O:8][CH3:9])=[CH:4][C:3]=1[C:10]1[CH:15]=[CH:14][CH:13]=[C:12]([F:16])[CH:11]=1, predict the reactants needed to synthesize it. (3) Given the product [CH3:28][O:29][C:5]1[N:4]=[CH:3][C:2]([NH:1][C:23](=[O:24])[O:22][C:16]2[CH:21]=[CH:20][CH:19]=[CH:18][CH:17]=2)=[CH:7][CH:6]=1, predict the reactants needed to synthesize it. The reactants are: [NH2:1][C:2]1[CH:3]=[N:4][CH:5]=[C:6](OC)[CH:7]=1.N1C=CC=CC=1.[C:16]1([O:22][C:23](Cl)=[O:24])[CH:21]=[CH:20][CH:19]=[CH:18][CH:17]=1.C1C[O:29][CH2:28]C1. (4) The reactants are: [Br:1]Br.[CH2:3]([O:10][CH2:11][C:12]([C:14]1[CH:19]=[CH:18][CH:17]=[CH:16][CH:15]=1)=[O:13])[C:4]1[CH:9]=[CH:8][CH:7]=[CH:6][CH:5]=1. Given the product [Br:1][CH:11]([O:10][CH2:3][C:4]1[CH:5]=[CH:6][CH:7]=[CH:8][CH:9]=1)[C:12]([C:14]1[CH:19]=[CH:18][CH:17]=[CH:16][CH:15]=1)=[O:13], predict the reactants needed to synthesize it. (5) Given the product [OH:3][CH2:4][CH2:5][C:6]1[CH:7]=[CH:8][C:9]2[CH2:15][O:14][CH2:13][CH2:12][N:11]([C:16]([O:18][C:19]([CH3:21])([CH3:20])[CH3:22])=[O:17])[C:10]=2[N:23]=1, predict the reactants needed to synthesize it. The reactants are: C([O:3][C:4](=O)[CH2:5][C:6]1[CH:7]=[CH:8][C:9]2[CH2:15][O:14][CH2:13][CH2:12][N:11]([C:16]([O:18][C:19]([CH3:22])([CH3:21])[CH3:20])=[O:17])[C:10]=2[N:23]=1)C.[Li+].[BH4-]. (6) Given the product [CH2:17]([C@@H:19]1[NH:24][C@@H:23]([C:25]2[CH:26]=[CH:27][CH:28]=[CH:29][CH:30]=2)[C@@H:22]([NH:31][CH2:32][C:33]2[CH:42]=[C:41]3[C:36]([CH2:37][CH2:38][C:39](=[O:44])[N:40]3[CH3:43])=[N:35][C:34]=2[O:45][CH3:46])[CH2:21][CH2:20]1)[CH3:18], predict the reactants needed to synthesize it. The reactants are: COC1C(C=O)=CC2N(C)C(=O)CCC=2N=1.[CH2:17]([CH:19]1[NH:24][CH:23]([C:25]2[CH:30]=[CH:29][CH:28]=[CH:27][CH:26]=2)[CH:22]([NH:31][CH2:32][C:33]2[CH:42]=[C:41]3[C:36]([CH2:37][CH2:38][C:39](=[O:44])[N:40]3[CH3:43])=[N:35][C:34]=2[O:45][CH3:46])[CH2:21][CH2:20]1)[CH3:18].